From a dataset of Catalyst prediction with 721,799 reactions and 888 catalyst types from USPTO. Predict which catalyst facilitates the given reaction. (1) Reactant: [CH3:1][O:2][C:3]1[CH:8]=[C:7]([CH3:9])[CH:6]=[CH:5][C:4]=1[C:10]1[O:14][C:13]([S:15][CH2:16][CH2:17][C:18]([O:20]C(C)(C)C)=[O:19])=[N:12][N:11]=1.C(O)(C(F)(F)F)=O.O. Product: [CH3:1][O:2][C:3]1[CH:8]=[C:7]([CH3:9])[CH:6]=[CH:5][C:4]=1[C:10]1[O:14][C:13]([S:15][CH2:16][CH2:17][C:18]([OH:20])=[O:19])=[N:12][N:11]=1. The catalyst class is: 4. (2) Reactant: [CH3:1][O:2][C:3]1[CH:4]=[C:5]2[C:10](=[CH:11][CH:12]=1)[C:9]([C:13]([O:15][CH3:16])=[O:14])=[CH:8][CH:7]=[CH:6]2.[B-](F)(F)(F)[F:18].[B-](F)(F)(F)F.C1[N+]2(CCl)CC[N+](F)(CC2)C1. Product: [F:18][C:4]1[C:3]([O:2][CH3:1])=[CH:12][CH:11]=[C:10]2[C:5]=1[CH:6]=[CH:7][CH:8]=[C:9]2[C:13]([O:15][CH3:16])=[O:14]. The catalyst class is: 23. (3) Reactant: CO.[N:3]1[N:4]=[C:5]([CH2:8][CH2:9][CH2:10][CH2:11][C:12]([O:14]C)=[O:13])[NH:6][CH:7]=1.[OH-].[Li+].Cl. Product: [N:3]1[N:4]=[C:5]([CH2:8][CH2:9][CH2:10][CH2:11][C:12]([OH:14])=[O:13])[NH:6][CH:7]=1. The catalyst class is: 132.